Dataset: Reaction yield outcomes from USPTO patents with 853,638 reactions. Task: Predict the reaction yield, written as a fraction of the theoretical maximum amount of product (1.0 means a 100% yield; for example, 0.34 means a 34% yield). (1) The reactants are [OH:1][C:2]1[CH:7]=[C:6]([CH3:8])[C:5]([C:9]2[CH:14]=[CH:13][CH:12]=[C:11]([CH:15]=[O:16])[CH:10]=2)=[C:4]([CH3:17])[CH:3]=1.[CH2:18]([O:20][CH2:21][CH2:22]Cl)[CH3:19].C(=O)([O-])[O-].[K+].[K+].[I-].[K+]. The catalyst is CN(C)C=O.O. The product is [CH2:18]([O:20][CH2:21][CH2:22][O:1][C:2]1[CH:7]=[C:6]([CH3:8])[C:5]([C:9]2[CH:14]=[CH:13][CH:12]=[C:11]([CH:15]=[O:16])[CH:10]=2)=[C:4]([CH3:17])[CH:3]=1)[CH3:19]. The yield is 0.890. (2) The reactants are [F-].C([N+](CCCC)(CCCC)CCCC)CCC.[CH2:19]([O:21][C:22](=[O:55])[CH2:23][CH2:24][CH2:25][CH2:26][CH2:27][CH2:28][NH:29][S:30]([CH2:33][CH2:34][C:35]1[CH:40]=[CH:39][C:38]([CH:41]([O:47][Si](C(C)(C)C)(C)C)[CH2:42][CH2:43][CH2:44][CH2:45][CH3:46])=[CH:37][CH:36]=1)(=[O:32])=[O:31])[CH3:20]. The catalyst is C1COCC1.CCOC(C)=O. The product is [CH2:19]([O:21][C:22](=[O:55])[CH2:23][CH2:24][CH2:25][CH2:26][CH2:27][CH2:28][NH:29][S:30]([CH2:33][CH2:34][C:35]1[CH:36]=[CH:37][C:38]([CH:41]([OH:47])[CH2:42][CH2:43][CH2:44][CH2:45][CH3:46])=[CH:39][CH:40]=1)(=[O:31])=[O:32])[CH3:20]. The yield is 0.940. (3) The reactants are [NH2:1][C:2]1[N:23]=[C:22](Cl)[CH:21]=[CH:20][C:3]=1[C:4]([NH:6][CH2:7][C:8]1[S:9][C:10]([O:13][C:14]2[CH:19]=[CH:18][CH:17]=[CH:16][CH:15]=2)=[CH:11][CH:12]=1)=[O:5].C1C=CC(CC(NCN[C@H](C(O)=O)CC2C=CC([N+]([O-])=O)=CC=2)=O)=CC=1.[S:51]1[CH:55]=[CH:54][N:53]=[CH:52]1. The catalyst is C1(C)C(C)=CC=CC=1.C1C=CC([P]([Pd]([P](C2C=CC=CC=2)(C2C=CC=CC=2)C2C=CC=CC=2)([P](C2C=CC=CC=2)(C2C=CC=CC=2)C2C=CC=CC=2)[P](C2C=CC=CC=2)(C2C=CC=CC=2)C2C=CC=CC=2)(C2C=CC=CC=2)C2C=CC=CC=2)=CC=1. The product is [NH2:1][C:2]1[N:23]=[C:22]([C:52]2[S:51][CH:55]=[CH:54][N:53]=2)[CH:21]=[CH:20][C:3]=1[C:4]([NH:6][CH2:7][C:8]1[S:9][C:10]([O:13][C:14]2[CH:19]=[CH:18][CH:17]=[CH:16][CH:15]=2)=[CH:11][CH:12]=1)=[O:5]. The yield is 0.190.